This data is from Full USPTO retrosynthesis dataset with 1.9M reactions from patents (1976-2016). The task is: Predict the reactants needed to synthesize the given product. (1) The reactants are: [Cl:1][C:2]1[CH:7]=[CH:6][C:5]([C@H:8]2[C@H:13]([O:14][CH2:15][C:16]3[CH:21]=[CH:20][CH:19]=[CH:18][CH:17]=3)[C@@H:12]([O:22][CH2:23][C:24]3[CH:29]=[CH:28][CH:27]=[CH:26][CH:25]=3)[C@H:11]([O:30][CH2:31][C:32]3[CH:37]=[CH:36][CH:35]=[CH:34][CH:33]=3)[C@@H:10]([CH2:38][O:39][CH2:40][C:41]3[CH:46]=[CH:45][CH:44]=[CH:43][CH:42]=3)[O:9]2)=[CH:4][C:3]=1[CH:47]([C:52]1[N:53]=[N:54][C:55]([Cl:58])=[CH:56][CH:57]=1)C(OC)=O.CO.[OH-].[Li+].Cl. Given the product [Cl:58][C:55]1[N:54]=[N:53][C:52]([CH2:47][C:3]2[CH:4]=[C:5]([C@H:8]3[C@H:13]([O:14][CH2:15][C:16]4[CH:17]=[CH:18][CH:19]=[CH:20][CH:21]=4)[C@@H:12]([O:22][CH2:23][C:24]4[CH:29]=[CH:28][CH:27]=[CH:26][CH:25]=4)[C@H:11]([O:30][CH2:31][C:32]4[CH:33]=[CH:34][CH:35]=[CH:36][CH:37]=4)[C@@H:10]([CH2:38][O:39][CH2:40][C:41]4[CH:42]=[CH:43][CH:44]=[CH:45][CH:46]=4)[O:9]3)[CH:6]=[CH:7][C:2]=2[Cl:1])=[CH:57][CH:56]=1, predict the reactants needed to synthesize it. (2) Given the product [Br:20][C:5]1[C:6]([NH:9][C@@H:10]2[C@@H:15]3[CH2:16][C@@H:12]([CH:13]=[CH:14]3)[C@@H:11]2[C:17]([NH2:19])=[O:18])=[C:7]2[N:8]=[C:26]([C:23]3[CH:24]=[CH:25][S:21][CH:22]=3)[NH:1][C:2]2=[N:3][CH:4]=1, predict the reactants needed to synthesize it. The reactants are: [NH2:1][C:2]1[C:7]([NH2:8])=[C:6]([NH:9][C@@H:10]2[C@@H:15]3[CH2:16][C@@H:12]([CH:13]=[CH:14]3)[C@@H:11]2[C:17]([NH2:19])=[O:18])[C:5]([Br:20])=[CH:4][N:3]=1.[S:21]1[CH:25]=[CH:24][C:23]([CH:26]=O)=[CH:22]1. (3) The reactants are: CS(Cl)(=O)=O.[CH2:6]([O:13][C:14]1[CH:19]=[C:18]([O:20][CH2:21][C:22]2[CH:27]=[CH:26][CH:25]=[CH:24][CH:23]=2)[C:17]([CH:28]([CH3:30])[CH3:29])=[CH:16][C:15]=1[N:31]1[C:35]([C:36]2[CH:41]=[CH:40][C:39]([CH2:42]O)=[CH:38][CH:37]=2)=[CH:34][N:33]=[N:32]1)[C:7]1[CH:12]=[CH:11][CH:10]=[CH:9][CH:8]=1.[NH:44]1[CH2:49][CH2:48][O:47][CH2:46][CH2:45]1. Given the product [CH2:6]([O:13][C:14]1[CH:19]=[C:18]([O:20][CH2:21][C:22]2[CH:23]=[CH:24][CH:25]=[CH:26][CH:27]=2)[C:17]([CH:28]([CH3:30])[CH3:29])=[CH:16][C:15]=1[N:31]1[C:35]([C:36]2[CH:41]=[CH:40][C:39]([CH2:42][N:44]3[CH2:49][CH2:48][O:47][CH2:46][CH2:45]3)=[CH:38][CH:37]=2)=[CH:34][N:33]=[N:32]1)[C:7]1[CH:12]=[CH:11][CH:10]=[CH:9][CH:8]=1, predict the reactants needed to synthesize it.